Dataset: Forward reaction prediction with 1.9M reactions from USPTO patents (1976-2016). Task: Predict the product of the given reaction. (1) Given the reactants [CH:1]1([C:8]2[N:13]3[N:14]=[CH:15][N:16]=[C:12]3[N:11]=[C:10](O)[C:9]=2[C:18]2[C:36]([F:37])=[CH:35][C:21]([O:22][CH2:23][CH2:24][CH2:25][N:26]([CH3:34])[C:27](=[O:33])[O:28][C:29]([CH3:32])([CH3:31])[CH3:30])=[CH:20][C:19]=2[F:38])[CH2:7][CH2:6][CH2:5][CH2:4][CH2:3][CH2:2]1.P(Cl)(Cl)([Cl:41])=O.C(N(CC)C1C=CC=CC=1)C, predict the reaction product. The product is: [Cl:41][C:10]1[C:9]([C:18]2[C:19]([F:38])=[CH:20][C:21]([O:22][CH2:23][CH2:24][CH2:25][N:26]([CH3:34])[C:27](=[O:33])[O:28][C:29]([CH3:30])([CH3:32])[CH3:31])=[CH:35][C:36]=2[F:37])=[C:8]([CH:1]2[CH2:7][CH2:6][CH2:5][CH2:4][CH2:3][CH2:2]2)[N:13]2[N:14]=[CH:15][N:16]=[C:12]2[N:11]=1. (2) Given the reactants [O:1]=[C:2]1[C:11]2[C:6](=[CH:7][CH:8]=[CH:9][CH:10]=2)[N:5]=[C:4]([CH2:12][CH2:13][CH2:14][C:15]([OH:17])=O)[NH:3]1.[Br:18][C:19]1[CH:24]=[CH:23][C:22]([C:25]([CH:27]2[CH2:32][CH2:31][NH:30][CH2:29][CH2:28]2)=[O:26])=[CH:21][CH:20]=1.C(N(CC)CC)C.C(P1(=O)OP(CCC)(=O)OP(CCC)(=O)O1)CC, predict the reaction product. The product is: [Br:18][C:19]1[CH:20]=[CH:21][C:22]([C:25]([CH:27]2[CH2:32][CH2:31][N:30]([C:15](=[O:17])[CH2:14][CH2:13][CH2:12][C:4]3[NH:3][C:2](=[O:1])[C:11]4[C:6](=[CH:7][CH:8]=[CH:9][CH:10]=4)[N:5]=3)[CH2:29][CH2:28]2)=[O:26])=[CH:23][CH:24]=1. (3) Given the reactants [CH2:1]([Li])CCC.Br[C:7]1[CH:11]=[CH:10][S:9][CH:8]=1.[B:12]([O:21]C(C)C)(OC(C)C)[O:13]C(C)C.Cl, predict the reaction product. The product is: [CH:8]1[S:9][CH:10]=[CH:11][C:7]=1[CH2:1][B:12]([OH:21])[OH:13]. (4) The product is: [CH2:10]([C@H:17]1[CH2:18][N:19]([C:23]2[CH:28]=[CH:27][C:26]([O:29][CH3:30])=[C:25]([O:31][CH:32]([CH3:34])[CH3:33])[CH:24]=2)[CH2:20][CH2:21][N:22]1[C:7](=[O:9])[CH2:6][C:3]1[CH:4]=[CH:5][NH:1][CH:2]=1)[C:11]1[CH:12]=[CH:13][CH:14]=[CH:15][CH:16]=1. Given the reactants [NH:1]1[CH:5]=[CH:4][C:3]([CH2:6][C:7]([OH:9])=O)=[CH:2]1.[CH2:10]([C@@H:17]1[NH:22][CH2:21][CH2:20][N:19]([C:23]2[CH:28]=[CH:27][C:26]([O:29][CH3:30])=[C:25]([O:31][CH:32]([CH3:34])[CH3:33])[CH:24]=2)[CH2:18]1)[C:11]1[CH:16]=[CH:15][CH:14]=[CH:13][CH:12]=1, predict the reaction product. (5) Given the reactants [CH2:1]([O:8][C:9]1[CH:14]=[C:13]([F:15])[CH:12]=[C:11](Br)[CH:10]=1)[C:2]1[CH:7]=[CH:6][CH:5]=[CH:4][CH:3]=1.[C:17]([O:21][CH3:22])(=[O:20])[CH:18]=[CH2:19].C1(P(C2C=CC=CC=2)C2C=CC=CC=2)C=CC=CC=1.C(N(CC)CC)C, predict the reaction product. The product is: [CH2:1]([O:8][C:9]1[CH:10]=[C:11]([CH:19]=[CH:18][C:17]([O:21][CH3:22])=[O:20])[CH:12]=[C:13]([F:15])[CH:14]=1)[C:2]1[CH:7]=[CH:6][CH:5]=[CH:4][CH:3]=1. (6) Given the reactants [Br:1][C:2]1[CH:3]=[CH:4][C:5]2[O:9][C:8]([C:10]([OH:12])=O)=[N:7][C:6]=2[CH:13]=1.C(Cl)(=O)C(Cl)=O.[NH2:20][C:21]1[S:22][CH:23]=[C:24]([C:33]2[CH:38]=[CH:37][C:36]([Cl:39])=[CH:35][CH:34]=2)[C:25]=1[C:26]([O:28][C:29]([CH3:32])([CH3:31])[CH3:30])=[O:27].CCN(C(C)C)C(C)C, predict the reaction product. The product is: [Br:1][C:2]1[CH:3]=[CH:4][C:5]2[O:9][C:8]([C:10]([NH:20][C:21]3[S:22][CH:23]=[C:24]([C:33]4[CH:34]=[CH:35][C:36]([Cl:39])=[CH:37][CH:38]=4)[C:25]=3[C:26]([O:28][C:29]([CH3:32])([CH3:31])[CH3:30])=[O:27])=[O:12])=[N:7][C:6]=2[CH:13]=1. (7) Given the reactants [CH3:1][N:2]1[CH2:7][CH2:6][CH:5]([C:8]([OH:10])=O)[CH2:4][CH2:3]1.CN(C)C=O.C(Cl)(=O)C([Cl:19])=O, predict the reaction product. The product is: [CH3:1][N:2]1[CH2:7][CH2:6][CH:5]([C:8]([Cl:19])=[O:10])[CH2:4][CH2:3]1. (8) The product is: [Cl:1][C:2]1[CH:10]=[CH:9][CH:8]=[C:7]2[C:3]=1[C:4]([C:16]([NH:19][CH2:20][C@@:21]1([OH:28])[CH2:26][CH2:25][CH2:24][C@@H:23]([CH3:27])[CH2:22]1)=[O:18])=[CH:5][N:6]2[CH:11]1[CH2:15][CH2:14][O:13][CH2:12]1. Given the reactants [Cl:1][C:2]1[CH:10]=[CH:9][CH:8]=[C:7]2[C:3]=1[C:4]([C:16]([OH:18])=O)=[CH:5][N:6]2[CH:11]1[CH2:15][CH2:14][O:13][CH2:12]1.[NH2:19][CH2:20][C@@:21]1([OH:28])[CH2:26][CH2:25][CH2:24][C@@H:23]([CH3:27])[CH2:22]1.CCN=C=NCCCN(C)C.N1(O)C2C=CC=CC=2N=N1.C(N(C(C)C)C(C)C)C, predict the reaction product. (9) Given the reactants [CH3:1][O:2][C:3](=[O:12])[C:4]1[CH:9]=[CH:8][C:7](N)=[C:6]([Br:11])[CH:5]=1.N(OC(C)(C)C)=O.B(F)(F)F.CCOCC.[Cu][C:30]#[N:31].[C-]#N.[Na+], predict the reaction product. The product is: [CH3:1][O:2][C:3](=[O:12])[C:4]1[CH:9]=[CH:8][C:7]([C:30]#[N:31])=[C:6]([Br:11])[CH:5]=1.